Predict which catalyst facilitates the given reaction. From a dataset of Catalyst prediction with 721,799 reactions and 888 catalyst types from USPTO. (1) Reactant: B(Br)(Br)Br.[Cl:5][C:6]1[CH:7]=[CH:8][C:9]([O:23]C)=[C:10]([NH:12][C:13]2[S:14][CH:15]=[C:16]([C:18]([O:20]CC)=[O:19])[N:17]=2)[CH:11]=1.C(OCC)(=O)C.O. Product: [Cl:5][C:6]1[CH:7]=[CH:8][C:9]([OH:23])=[C:10]([NH:12][C:13]2[S:14][CH:15]=[C:16]([C:18]([OH:20])=[O:19])[N:17]=2)[CH:11]=1. The catalyst class is: 4. (2) Reactant: [CH:1]1([CH2:6][N:7]([CH2:29][CH3:30])[C:8]2[C:9]([CH2:16][NH:17][C:18]3[N:23]=[CH:22][C:21]([O:24][CH2:25][CH2:26][S:27][CH3:28])=[CH:20][N:19]=3)=[N:10][C:11]([O:14][CH3:15])=[CH:12][CH:13]=2)[CH2:5][CH2:4][CH2:3][CH2:2]1.[H-].[Na+].Br[CH:34]([C:36]1[CH:41]=[C:40]([C:42]([F:45])([F:44])[F:43])[CH:39]=[C:38]([C:46]([F:49])([F:48])[F:47])[CH:37]=1)[CH3:35].O. Product: [F:43][C:42]([F:44])([F:45])[C:40]1[CH:41]=[C:36]([CH:34]([N:17]([CH2:16][C:9]2[C:8]([N:7]([CH2:6][CH:1]3[CH2:5][CH2:4][CH2:3][CH2:2]3)[CH2:29][CH3:30])=[CH:13][CH:12]=[C:11]([O:14][CH3:15])[N:10]=2)[C:18]2[N:23]=[CH:22][C:21]([O:24][CH2:25][CH2:26][S:27][CH3:28])=[CH:20][N:19]=2)[CH3:35])[CH:37]=[C:38]([C:46]([F:47])([F:48])[F:49])[CH:39]=1. The catalyst class is: 9. (3) Reactant: [CH3:1][C@H:2]([CH2:18]C=C)[C:3]([O:5][C@H:6]1[CH2:10][CH2:9][CH2:8][C@@H:7]1[NH:11][C:12](=[O:17])[CH2:13][CH2:14][CH:15]=[CH2:16])=[O:4]. Product: [CH3:18][C@H:2]1[C:3](=[O:4])[O:5][C@H:6]2[CH2:10][CH2:9][CH2:8][C@@H:7]2[NH:11][C:12](=[O:17])[CH2:13][CH2:14][CH:15]=[CH:16][CH2:1]1. The catalyst class is: 11. (4) Reactant: [Cl:1][C:2]1[CH:24]=[CH:23][C:5]([O:6][C:7]([N:9]([CH3:22])[C@H:10]2[CH2:15][CH2:14][C@H:13]([CH2:16]OS(C)(=O)=O)[CH2:12][CH2:11]2)=[O:8])=[CH:4][CH:3]=1.[C:25]([O-:28])(=[S:27])[CH3:26].[K+]. Product: [Cl:1][C:2]1[CH:3]=[CH:4][C:5]([O:6][C:7]([N:9]([CH3:22])[C@H:10]2[CH2:11][CH2:12][C@H:13]([CH2:16][S:27][C:25](=[O:28])[CH3:26])[CH2:14][CH2:15]2)=[O:8])=[CH:23][CH:24]=1. The catalyst class is: 3. (5) Reactant: C([O:3][C:4](=[O:16])[CH2:5][CH:6]1[C:15]2[C:10](=[CH:11][CH:12]=[CH:13][CH:14]=2)[CH2:9][CH2:8][O:7]1)C. Product: [CH:6]1([CH2:5][C:4]([OH:16])=[O:3])[C:15]2[C:10](=[CH:11][CH:12]=[CH:13][CH:14]=2)[CH2:9][CH2:8][O:7]1. The catalyst class is: 702.